Dataset: Reaction yield outcomes from USPTO patents with 853,638 reactions. Task: Predict the reaction yield, written as a fraction of the theoretical maximum amount of product (1.0 means a 100% yield; for example, 0.34 means a 34% yield). (1) The reactants are F[C:2]1[CH:7]=[CH:6][C:5]([N+:8]([O-:10])=[O:9])=[CH:4][CH:3]=1.[C:11]([NH2:15])([CH3:14])([CH3:13])[CH3:12].O. The catalyst is CS(C)=O. The product is [C:11]([NH:15][C:2]1[CH:7]=[CH:6][C:5]([N+:8]([O-:10])=[O:9])=[CH:4][CH:3]=1)([CH3:14])([CH3:13])[CH3:12]. The yield is 0.730. (2) The reactants are [Si:1]([O:8][C:9]1([C:15]([O:17][CH2:18][CH3:19])=[O:16])[CH2:11][CH:10]1C(O)=O)([C:4]([CH3:7])([CH3:6])[CH3:5])([CH3:3])[CH3:2].CC[N:22]([CH:26](C)C)C(C)C.C1C=CC(P(N=[N+]=[N-])(C2C=CC=CC=2)=[O:36])=CC=1.[CH2:46]([OH:53])[C:47]1[CH:52]=[CH:51][CH:50]=[CH:49][CH:48]=1. The catalyst is C1(C)C=CC=CC=1.C(OCC)(=O)C. The product is [CH2:18]([O:17][C:15]([C:9]1([O:8][Si:1]([C:4]([CH3:5])([CH3:6])[CH3:7])([CH3:2])[CH3:3])[CH2:11][CH:10]1[NH:22][C:26]([O:53][CH2:46][C:47]1[CH:52]=[CH:51][CH:50]=[CH:49][CH:48]=1)=[O:36])=[O:16])[CH3:19]. The yield is 0.300. (3) The reactants are C(=O)([O-])[O-].[K+].[K+].[OH:7][N:8]1[C:12](=[O:13])[C:11]2=[CH:14][CH:15]=[CH:16][CH:17]=[C:10]2[C:9]1=[O:18].C1OCCOCCOCCOCCOCCOC1.[CH:37]1(Br)[CH2:42][CH2:41][CH2:40][CH2:39][CH2:38]1. The catalyst is CS(C)=O.O. The product is [CH:37]1([O:7][N:8]2[C:9](=[O:18])[C:10]3[C:11](=[CH:14][CH:15]=[CH:16][CH:17]=3)[C:12]2=[O:13])[CH2:42][CH2:41][CH2:40][CH2:39][CH2:38]1. The yield is 0.930. (4) The reactants are Br[CH2:2][C:3]1[CH:8]=[CH:7][CH:6]=[C:5]([N+:9]([O-:11])=[O:10])[CH:4]=1.[NH:12]1[CH2:16][CH2:15][CH2:14][CH2:13]1.C(N(CC)CC)C.O. The catalyst is C1COCC1. The product is [N+:9]([C:5]1[CH:4]=[C:3]([CH:8]=[CH:7][CH:6]=1)[CH2:2][N:12]1[CH2:16][CH2:15][CH2:14][CH2:13]1)([O-:11])=[O:10]. The yield is 0.940. (5) The reactants are [OH:1][CH2:2][CH:3]1[CH2:16][O:15][C:14]2[C:5](=[CH:6][C:7]3[C:8]([C:21]([F:24])([F:23])[F:22])=[CH:9][C:10]([O:17][CH:18]([CH3:20])[CH3:19])=[N:11][C:12]=3[CH:13]=2)[N:4]1[CH2:25][C:26]([F:29])([F:28])[F:27].[H-].[Na+].I[CH2:33][CH2:34][CH3:35]. The catalyst is C1COCC1. The product is [CH:18]([O:17][C:10]1[CH:9]=[C:8]([C:21]([F:22])([F:23])[F:24])[C:7]2[CH:6]=[C:5]3[N:4]([CH2:25][C:26]([F:28])([F:29])[F:27])[CH:3]([CH2:2][O:1][CH2:33][CH2:34][CH3:35])[CH2:16][O:15][C:14]3=[CH:13][C:12]=2[N:11]=1)([CH3:20])[CH3:19]. The yield is 0.500.